This data is from Peptide-MHC class I binding affinity with 185,985 pairs from IEDB/IMGT. The task is: Regression. Given a peptide amino acid sequence and an MHC pseudo amino acid sequence, predict their binding affinity value. This is MHC class I binding data. The peptide sequence is QAQGILQTL. The MHC is Patr-A0301 with pseudo-sequence Patr-A0301. The binding affinity (normalized) is 0.